From a dataset of Full USPTO retrosynthesis dataset with 1.9M reactions from patents (1976-2016). Predict the reactants needed to synthesize the given product. Given the product [CH3:5][N:6]([CH3:7])[C:11]([C:13]1[CH:18]=[CH:17][N:16]2[N:19]=[C:20]([C:32]3[CH:37]=[CH:36][CH:35]=[CH:34][N:33]=3)[C:21]([C:22]3[C:31]4[C:26](=[CH:27][CH:28]=[CH:29][CH:30]=4)[N:25]=[CH:24][CH:23]=3)=[C:15]2[CH:14]=1)=[O:10], predict the reactants needed to synthesize it. The reactants are: C[Al](C)C.[CH3:5][NH:6][CH3:7].C([O:10][C:11]([C:13]1[CH:18]=[CH:17][N:16]2[N:19]=[C:20]([C:32]3[CH:37]=[CH:36][CH:35]=[CH:34][N:33]=3)[C:21]([C:22]3[C:31]4[C:26](=[CH:27][CH:28]=[CH:29][CH:30]=4)[N:25]=[CH:24][CH:23]=3)=[C:15]2[CH:14]=1)=O)C.C([O-])(=O)C(C(C([O-])=O)O)O.[Na+].[K+].